This data is from Reaction yield outcomes from USPTO patents with 853,638 reactions. The task is: Predict the reaction yield, written as a fraction of the theoretical maximum amount of product (1.0 means a 100% yield; for example, 0.34 means a 34% yield). The product is [C:27]1([C@@H:33]([NH:35][C:36](=[O:45])[CH2:37][C@H:38]([CH2:43][OH:44])[CH2:39][CH2:40][CH2:41][CH3:42])[CH3:34])[CH:32]=[CH:31][CH:30]=[CH:29][CH:28]=1. The yield is 0.360. The catalyst is C1(C)C=CC=CC=1.C(OCC)(=O)C. The reactants are C(C1COC(=O)C1)CCC.OC1C=CC=CN=1.C1([C@@H](N)C)C=CC=CC=1.[C:27]1([C@@H:33]([NH:35][C:36](=[O:45])[CH2:37][C@@H:38]([CH2:43][OH:44])[CH2:39][CH2:40][CH2:41][CH3:42])[CH3:34])[CH:32]=[CH:31][CH:30]=[CH:29][CH:28]=1.